From a dataset of Full USPTO retrosynthesis dataset with 1.9M reactions from patents (1976-2016). Predict the reactants needed to synthesize the given product. (1) Given the product [NH3:3].[CH3:12][C:4]1[N:3]=[C:2]([NH2:13])[CH:7]=[C:6]([C:8]([F:11])([F:10])[F:9])[CH:5]=1, predict the reactants needed to synthesize it. The reactants are: Cl[C:2]1[CH:7]=[C:6]([C:8]([F:11])([F:10])[F:9])[CH:5]=[C:4]([CH3:12])[N:3]=1.[NH3:13]. (2) Given the product [C:9]1([C:2]2[CH:7]=[C:6]([NH2:8])[CH:5]=[CH:4][N:3]=2)[CH:14]=[CH:13][CH:12]=[CH:11][CH:10]=1, predict the reactants needed to synthesize it. The reactants are: Cl[C:2]1[CH:7]=[C:6]([NH2:8])[CH:5]=[CH:4][N:3]=1.[C:9]1(B(O)O)[CH:14]=[CH:13][CH:12]=[CH:11][CH:10]=1.C(=O)([O-])[O-].[Na+].[Na+]. (3) Given the product [CH:11]([CH2:7][C:6](=[CH2:8])[C:5]([OH:10])=[O:9])=[CH:12][C:13]1[CH:18]=[CH:17][CH:16]=[CH:15][CH:14]=1.[C:25]([O:29][CH2:30][CH2:31][CH2:32][CH3:33])(=[O:28])[CH:26]=[CH2:27].[Na:1].[CH2:3]1[O:4][CH2:2]1.[C:19]([OH:24])(=[O:23])[C:20]([CH3:22])=[CH2:21], predict the reactants needed to synthesize it. The reactants are: [Na:1].[CH2:2]1[O:4][CH2:3]1.[C:5]([OH:10])(=[O:9])[C:6]([CH3:8])=[CH2:7].[CH2:11]=[CH:12][C:13]1[CH:18]=[CH:17][CH:16]=[CH:15][CH:14]=1.[C:19]([OH:24])(=[O:23])[C:20]([CH3:22])=[CH2:21].[C:25]([O:29][CH2:30][CH2:31][CH2:32][CH3:33])(=[O:28])[CH:26]=[CH2:27].S(OOS([O-])(=O)=O)([O-])(=O)=O.[NH4+].[NH4+].